This data is from Catalyst prediction with 721,799 reactions and 888 catalyst types from USPTO. The task is: Predict which catalyst facilitates the given reaction. (1) Reactant: C1(=O)C=CC(=O)C=C1.[Br:9][C:10]1[CH:15]=[CH:14][C:13]([NH:16][C:17](=[O:32])[NH:18][C:19]2[S:23][C:22]3[CH2:24][C:25](=[O:28])[CH2:26][CH2:27][C:21]=3[C:20]=2[C:29]([NH2:31])=[O:30])=[CH:12][CH:11]=1. Product: [Br:9][C:10]1[CH:11]=[CH:12][C:13]([NH:16][C:17](=[O:32])[NH:18][C:19]2[S:23][C:22]3[CH:24]=[C:25]([OH:28])[CH:26]=[CH:27][C:21]=3[C:20]=2[C:29]([NH2:31])=[O:30])=[CH:14][CH:15]=1. The catalyst class is: 15. (2) Reactant: [Cl:1][C:2]1[CH:3]=[C:4]([CH:17]=[CH:18][C:19]=1[Cl:20])[CH2:5][NH:6][C:7]1[CH:8]=[CH:9][C:10]2[N:11]([C:13]([NH2:16])=[CH:14][N:15]=2)[N:12]=1.N1C=CC=CC=1.[C:27](O[C:27](=[O:30])[CH2:28][CH3:29])(=[O:30])[CH2:28][CH3:29]. Product: [Cl:1][C:2]1[CH:3]=[C:4]([CH:17]=[CH:18][C:19]=1[Cl:20])[CH2:5][NH:6][C:7]1[CH:8]=[CH:9][C:10]2[N:11]([C:13]([NH:16][C:27](=[O:30])[CH2:28][CH3:29])=[CH:14][N:15]=2)[N:12]=1. The catalyst class is: 4.